Dataset: Catalyst prediction with 721,799 reactions and 888 catalyst types from USPTO. Task: Predict which catalyst facilitates the given reaction. (1) The catalyst class is: 16. Reactant: [CH2:1]([O:8][C:9]1[CH:10]=[C:11]([C:17]2[O:18][CH:19]=[C:20]([CH2:22][CH:23](C(OC)=O)[C:24]([O:26][CH3:27])=[O:25])[N:21]=2)[CH:12]=[CH:13][C:14]=1[O:15][CH3:16])[C:2]1[CH:7]=[CH:6][CH:5]=[CH:4][CH:3]=1.[Cl-].[Li+].O. Product: [CH2:1]([O:8][C:9]1[CH:10]=[C:11]([C:17]2[O:18][CH:19]=[C:20]([CH2:22][CH2:23][C:24]([O:26][CH3:27])=[O:25])[N:21]=2)[CH:12]=[CH:13][C:14]=1[O:15][CH3:16])[C:2]1[CH:7]=[CH:6][CH:5]=[CH:4][CH:3]=1. (2) Reactant: [Br:1][C:2]1[CH:10]=[C:9]2[C:5]([C:6]([C:14]([OH:16])=[O:15])=[CH:7][N:8]2[CH:11]([CH3:13])[CH3:12])=[CH:4][CH:3]=1.[C:17](=O)([O-])[O-].[K+].[K+].IC.O. Product: [Br:1][C:2]1[CH:10]=[C:9]2[C:5]([C:6]([C:14]([O:16][CH3:17])=[O:15])=[CH:7][N:8]2[CH:11]([CH3:13])[CH3:12])=[CH:4][CH:3]=1. The catalyst class is: 9. (3) Reactant: [CH2:1]([CH:3]([C:6]1[C:10]([CH2:11][CH2:12][CH:13]=[O:14])=[CH:9][N:8]([C:15]2[CH:20]=[CH:19][C:18]([C:21]([F:24])([F:23])[F:22])=[CH:17][N:16]=2)[N:7]=1)[CH2:4][CH3:5])[CH3:2].[BH4-].[Na+].Cl.[OH-].[Na+]. Product: [CH2:1]([CH:3]([C:6]1[C:10]([CH2:11][CH2:12][CH2:13][OH:14])=[CH:9][N:8]([C:15]2[CH:20]=[CH:19][C:18]([C:21]([F:23])([F:24])[F:22])=[CH:17][N:16]=2)[N:7]=1)[CH2:4][CH3:5])[CH3:2]. The catalyst class is: 24. (4) Reactant: C([O:3][C:4]([C:6]1[C:7]([C:14]([F:17])([F:16])[F:15])=[N:8][N:9]([CH:11]([CH3:13])[CH3:12])[CH:10]=1)=O)C.CC(C[AlH]CC(C)C)C.Cl. Product: [CH:11]([N:9]1[CH:10]=[C:6]([CH2:4][OH:3])[C:7]([C:14]([F:17])([F:16])[F:15])=[N:8]1)([CH3:13])[CH3:12]. The catalyst class is: 11. (5) Reactant: [Br:1][C:2]1[CH:7]=[C:6]([C:8]([F:11])([F:10])[F:9])[CH:5]=[CH:4][C:3]=1[N:12]1[C:16]2[N:17]=[C:18]([CH3:22])[N:19]=[C:20](Cl)[C:15]=2[C:14]([CH3:23])=[C:13]1[CH3:24].[NH:25]1[CH2:30][CH2:29][CH2:28][CH:27]([C:31]#[N:32])[CH2:26]1.C(N(CC)C(C)C)(C)C. Product: [Br:1][C:2]1[CH:7]=[C:6]([C:8]([F:11])([F:10])[F:9])[CH:5]=[CH:4][C:3]=1[N:12]1[C:16]2[N:17]=[C:18]([CH3:22])[N:19]=[C:20]([N:25]3[CH2:30][CH2:29][CH2:28][CH:27]([C:31]#[N:32])[CH2:26]3)[C:15]=2[C:14]([CH3:23])=[C:13]1[CH3:24]. The catalyst class is: 8. (6) Reactant: [Cl:1][C:2]1[CH:7]=[C:6]2[NH:8][C:9](=[O:41])[C:10]3([CH:15]([C:16]4[CH:21]=[C:20]([Cl:22])[CH:19]=[CH:18][C:17]=4[O:23][C:24]4([C:28]([O:30]C)=[O:29])[CH2:27][CH2:26][CH2:25]4)[CH2:14][C:13](=[O:32])[NH:12][CH:11]3[C:33]3[CH:38]=[C:37]([F:39])[CH:36]=[CH:35][C:34]=3[CH3:40])[C:5]2=[CH:4][CH:3]=1.[OH-].[Na+]. Product: [Cl:1][C:2]1[CH:7]=[C:6]2[NH:8][C:9](=[O:41])[C:10]3([CH:15]([C:16]4[CH:21]=[C:20]([Cl:22])[CH:19]=[CH:18][C:17]=4[O:23][C:24]4([C:28]([OH:30])=[O:29])[CH2:27][CH2:26][CH2:25]4)[CH2:14][C:13](=[O:32])[NH:12][CH:11]3[C:33]3[CH:38]=[C:37]([F:39])[CH:36]=[CH:35][C:34]=3[CH3:40])[C:5]2=[CH:4][CH:3]=1. The catalyst class is: 24. (7) Reactant: [F:1][C:2]([F:12])([F:11])[C:3]1[S:7][CH:6]=[N:5][C:4]=1[C:8](=O)[CH3:9].[NH2:13][C:14]1[N:21]=[CH:20][CH:19]=[C:18]([Cl:22])[C:15]=1[CH:16]=O.CC(C)([O-])C.[K+]. Product: [Cl:22][C:18]1[CH:19]=[CH:20][N:21]=[C:14]2[C:15]=1[CH:16]=[CH:9][C:8]([C:4]1[N:5]=[CH:6][S:7][C:3]=1[C:2]([F:12])([F:11])[F:1])=[N:13]2. The catalyst class is: 1. (8) Product: [O:1]1[C:5]2[CH:6]=[CH:7][C:8]([CH:10]([OH:36])[CH2:11][S:12][C@H:13]3[C:16](=[O:17])[N:15]([C:18]4[CH:19]=[CH:20][C:21]([F:24])=[CH:22][CH:23]=4)[C@@H:14]3[C:25]3[CH:35]=[CH:34][C:28]([O:29][CH2:30][C:31]([NH:66][CH2:67][C:68]([NH:70][C@@H:71]([C:79]([OH:81])=[O:80])[CH2:72][CH:73]4[CH2:78][CH2:77][CH2:76][CH2:75][CH2:74]4)=[O:69])=[O:32])=[CH:27][CH:26]=3)=[CH:9][C:4]=2[CH2:3][CH2:2]1. The catalyst class is: 3. Reactant: [O:1]1[C:5]2[CH:6]=[CH:7][C:8]([C:10](=[O:36])[CH2:11][S:12][C@H:13]3[C:16](=[O:17])[N:15]([C:18]4[CH:23]=[CH:22][C:21]([F:24])=[CH:20][CH:19]=4)[C@@H:14]3[C:25]3[CH:35]=[CH:34][C:28]([O:29][CH2:30][C:31](O)=[O:32])=[CH:27][CH:26]=3)=[CH:9][C:4]=2[CH2:3][CH2:2]1.CN1CCOCC1.CN(C(ON1N=NC2C=CC=CC1=2)=[N+](C)C)C.[B-](F)(F)(F)F.[NH2:66][CH2:67][C:68]([NH:70][C@@H:71]([C:79]([OH:81])=[O:80])[CH2:72][CH:73]1[CH2:78][CH2:77][CH2:76][CH2:75][CH2:74]1)=[O:69]. (9) Reactant: CS(C)=O.[N:5]1([CH2:10][CH2:11][CH2:12][CH2:13][NH:14][C:15](N2C=CN=C2)=[O:16])[CH2:9][CH2:8][CH2:7][CH2:6]1.O1CCCC1.[CH3:27][O:28][C:29]([C:31]1[C:32]([O:37][CH2:38][C:39]2[C:44]([F:45])=[CH:43][C:42]([Br:46])=[CH:41][C:40]=2[F:47])=[N:33][S:34][C:35]=1[NH2:36])=[O:30].C(=O)([O-])[O-].[K+].[K+]. Product: [CH3:27][O:28][C:29]([C:31]1[C:32]([O:37][CH2:38][C:39]2[C:40]([F:47])=[CH:41][C:42]([Br:46])=[CH:43][C:44]=2[F:45])=[N:33][S:34][C:35]=1[NH:36][C:15]([NH:14][CH2:13][CH2:12][CH2:11][CH2:10][N:5]1[CH2:6][CH2:7][CH2:8][CH2:9]1)=[O:16])=[O:30]. The catalyst class is: 69. (10) Reactant: [CH:1]1([N:4]2[C:13]3[C:8](=[CH:9][C:10]([F:15])=[C:11](Cl)[N:12]=3)[C:7](=[O:16])[C:6]([C:17]([OH:19])=[O:18])=[CH:5]2)[CH2:3][CH2:2]1.[CH2:20]([O:22][N:23]=[C:24]1[C:28]2([CH2:31][N:30]([C:32]([O:34][C:35]([CH3:38])([CH3:37])[CH3:36])=[O:33])[CH2:29]2)[CH2:27][NH:26][CH2:25]1)[CH3:21].C(#N)C. Product: [C:35]([O:34][C:32]([N:30]1[CH2:31][C:28]2([C:24](=[N:23][O:22][CH2:20][CH3:21])[CH2:25][N:26]([C:11]3[N:12]=[C:13]4[C:8]([C:7](=[O:16])[C:6]([C:17]([OH:19])=[O:18])=[CH:5][N:4]4[CH:1]4[CH2:3][CH2:2]4)=[CH:9][C:10]=3[F:15])[CH2:27]2)[CH2:29]1)=[O:33])([CH3:38])([CH3:37])[CH3:36]. The catalyst class is: 66.